Task: Predict the product of the given reaction.. Dataset: Forward reaction prediction with 1.9M reactions from USPTO patents (1976-2016) (1) The product is: [N:25]1[CH:26]=[CH:27][CH:28]=[CH:29][C:24]=1[S:23][C:9]1[CH:10]=[C:11]2[C:6](=[CH:7][CH:8]=1)[N:5]=[CH:4][N:3]=[C:2]2[NH:22][C:14]1[S:15][C:16]2[C:21]([N:13]=1)=[CH:20][CH:19]=[CH:18][N:17]=2. Given the reactants Cl[C:2]1[C:11]2[C:6](=[CH:7][CH:8]=[C:9](I)[CH:10]=2)[N:5]=[CH:4][N:3]=1.[N:13]1[C:21]2[C:16](=[N:17][CH:18]=[CH:19][CH:20]=2)[S:15][C:14]=1[NH2:22].[SH:23][C:24]1[CH:29]=[CH:28][CH:27]=[CH:26][N:25]=1, predict the reaction product. (2) Given the reactants [CH3:1][O:2][CH2:3][CH2:4][O:5][CH2:6][CH2:7]O.C1(P(C2C=CC=CC=2)C2C=CC=CC=2)C=CC=CC=1.N(C(OC(C)C)=O)=NC(OC(C)C)=O.[Br:42][C:43]1[CH:52]=[CH:51][C:46]([C:47]([O:49]C)=O)=[CH:45][C:44]=1[OH:53].O.[OH-].[Li+].Cl.BrC1C=CC(C(O)=O)=CC=1OCCOCCOC.Cl.CN(C)CCCN=C=NCC.[C:88]1([S:98]([NH2:101])(=[O:100])=[O:99])[C:89]([S:94]([NH2:97])(=[O:96])=[O:95])=[CH:90][CH:91]=[CH:92][CH:93]=1, predict the reaction product. The product is: [Br:42][C:43]1[CH:52]=[CH:51][C:46]([C:47]([NH:101][S:98]([C:88]2[CH:93]=[CH:92][CH:91]=[CH:90][C:89]=2[S:94](=[O:96])(=[O:95])[NH2:97])(=[O:100])=[O:99])=[O:49])=[CH:45][C:44]=1[O:53][CH2:7][CH2:6][O:5][CH2:4][CH2:3][O:2][CH3:1].